Dataset: NCI-60 drug combinations with 297,098 pairs across 59 cell lines. Task: Regression. Given two drug SMILES strings and cell line genomic features, predict the synergy score measuring deviation from expected non-interaction effect. (1) Drug 1: C1=CC=C(C=C1)NC(=O)CCCCCCC(=O)NO. Drug 2: CC12CCC3C(C1CCC2OP(=O)(O)O)CCC4=C3C=CC(=C4)OC(=O)N(CCCl)CCCl.[Na+]. Cell line: BT-549. Synergy scores: CSS=-1.89, Synergy_ZIP=-5.87, Synergy_Bliss=-6.92, Synergy_Loewe=-11.3, Synergy_HSA=-8.81. (2) Drug 1: CC1=C(N=C(N=C1N)C(CC(=O)N)NCC(C(=O)N)N)C(=O)NC(C(C2=CN=CN2)OC3C(C(C(C(O3)CO)O)O)OC4C(C(C(C(O4)CO)O)OC(=O)N)O)C(=O)NC(C)C(C(C)C(=O)NC(C(C)O)C(=O)NCCC5=NC(=CS5)C6=NC(=CS6)C(=O)NCCC[S+](C)C)O. Drug 2: C1C(C(OC1N2C=NC3=C2NC=NCC3O)CO)O. Cell line: NCI-H322M. Synergy scores: CSS=0.562, Synergy_ZIP=-0.212, Synergy_Bliss=-0.0218, Synergy_Loewe=0.845, Synergy_HSA=-0.424.